Predict the product of the given reaction. From a dataset of Forward reaction prediction with 1.9M reactions from USPTO patents (1976-2016). (1) Given the reactants [CH3:1][C:2]1[C:3]([C@H:9]([C:11]2[CH:16]=[CH:15][CH:14]=[CH:13][CH:12]=2)[NH2:10])=[N:4][CH:5]=[C:6]([CH3:8])[CH:7]=1.[CH3:17][C:18]1[C:22]([CH:23]([OH:37])[C:24]2[O:25][C:26]3[CH:32]=[CH:31][C:30]([CH2:33][C:34](O)=[O:35])=[CH:29][C:27]=3[CH:28]=2)=[C:21]([CH3:38])[O:20][N:19]=1.C(OCC#N)(C)C, predict the reaction product. The product is: [CH3:17][C:18]1[C:22]([CH:23]([OH:37])[C:24]2[O:25][C:26]3[CH:32]=[CH:31][C:30]([CH2:33][C:34]([NH:10][C@H:9]([C:3]4[C:2]([CH3:1])=[CH:7][C:6]([CH3:8])=[CH:5][N:4]=4)[C:11]4[CH:16]=[CH:15][CH:14]=[CH:13][CH:12]=4)=[O:35])=[CH:29][C:27]=3[CH:28]=2)=[C:21]([CH3:38])[O:20][N:19]=1. (2) Given the reactants [CH3:1][N:2]1[C:7]2=[CH:8][S:9][C:10](C)=[C:6]2[C:5](=[O:12])[N:4]([CH3:13])[C:3]1=[O:14].[Cl:15][C:16]1[CH:21]=[CH:20][C:19]([C:22]2[N:23]=[C:24]([NH2:27])[S:25][CH:26]=2)=[CH:18][CH:17]=1.CCN=C=NC[CH2:34][CH2:35]N(C)C.Cl.C1C=CC2N([OH:49])N=NC=2C=1, predict the reaction product. The product is: [Cl:15][C:16]1[CH:17]=[CH:18][C:19]([C:22]2[N:23]=[C:24]([NH:27][C:34](=[O:49])[CH2:35][C:7]3[C:6]4[C:5](=[O:12])[N:4]([CH3:13])[C:3](=[O:14])[N:2]([CH3:1])[C:10]=4[S:9][CH:8]=3)[S:25][CH:26]=2)=[CH:20][CH:21]=1. (3) Given the reactants [Cl-].O[NH3+:3].[C:4](=[O:7])([O-])[OH:5].[Na+].CS(C)=O.[OH:13][CH:14]([C:16]1[CH:21]=[CH:20][C:19]([N:22]2[C:27](=[O:28])[C:26]([CH2:29][C:30]3[CH:35]=[CH:34][C:33]([C:36]4[C:37]([C:42]#[N:43])=[CH:38][CH:39]=[CH:40][CH:41]=4)=[CH:32][CH:31]=3)=[C:25]([CH2:44][CH2:45][CH3:46])[N:24]=[C:23]2[CH3:47])=[CH:18][CH:17]=1)[CH3:15], predict the reaction product. The product is: [OH:13][CH:14]([C:16]1[CH:21]=[CH:20][C:19]([N:22]2[C:27](=[O:28])[C:26]([CH2:29][C:30]3[CH:35]=[CH:34][C:33]([C:36]4[CH:41]=[CH:40][CH:39]=[CH:38][C:37]=4[C:42]4[NH:3][C:4](=[O:7])[O:5][N:43]=4)=[CH:32][CH:31]=3)=[C:25]([CH2:44][CH2:45][CH3:46])[N:24]=[C:23]2[CH3:47])=[CH:18][CH:17]=1)[CH3:15]. (4) Given the reactants [C:1]([O:5][C:6]([N:8]1[CH2:13][CH2:12][CH:11]([CH2:14][CH2:15][C:16]2[CH:17]=[C:18]([CH:22]=[CH:23][CH:24]=2)[C:19](O)=[O:20])[CH2:10][CH2:9]1)=[O:7])([CH3:4])([CH3:3])[CH3:2].Cl.C[N:27](C)CCCN=C=NCC.ON1C2C=CC=CC=2N=N1.[Cl-].[NH4+].C(=O)([O-])O.[Na+], predict the reaction product. The product is: [NH2:27][C:19]([C:18]1[CH:17]=[C:16]([CH2:15][CH2:14][CH:11]2[CH2:12][CH2:13][N:8]([C:6]([O:5][C:1]([CH3:4])([CH3:3])[CH3:2])=[O:7])[CH2:9][CH2:10]2)[CH:24]=[CH:23][CH:22]=1)=[O:20]. (5) Given the reactants [F:1][C:2]1[CH:7]=[C:6]([F:8])[CH:5]=[CH:4][C:3]=1[C:9]#[C:10][C:11]1[CH:12]=[CH:13][C:14]2[N:15]([C:17]([CH:20]([CH3:22])[CH3:21])=[N:18][N:19]=2)[N:16]=1.[OH:23]S(O)(=O)=O, predict the reaction product. The product is: [F:1][C:2]1[CH:7]=[C:6]([F:8])[CH:5]=[CH:4][C:3]=1[C:9](=[O:23])[CH2:10][C:11]1[CH:12]=[CH:13][C:14]2[N:15]([C:17]([CH:20]([CH3:22])[CH3:21])=[N:18][N:19]=2)[N:16]=1. (6) Given the reactants [CH3:1][C:2]1[N:3]=[N:4][C:5]2[C:10]=1[C:9](=O)[N:8]=[CH:7][N:6]=2.C(N(C(C)C)CC)(C)C.P(Cl)(Cl)([Cl:23])=O, predict the reaction product. The product is: [Cl:23][C:9]1[N:8]=[CH:7][N:6]=[C:5]2[NH:4][N:3]=[C:2]([CH3:1])[C:10]=12. (7) The product is: [CH3:1][CH2:2][NH:3][C:4]1[N:9]=[C:8]([Cl:10])[N:7]=[C:6]([NH:11][CH:12]([CH3:13])[CH3:14])[N:5]=1.[CH3:14][CH:12]=[CH2:13]. Given the reactants [CH3:1][CH2:2][NH:3][C:4]1[N:9]=[C:8]([Cl:10])[N:7]=[C:6]([NH:11][CH:12]([CH3:14])[CH3:13])[N:5]=1.C1N([N+]([O-])=O)CN([N+]([O-])=O)CN1[N+]([O-])=O, predict the reaction product. (8) Given the reactants [NH:1]1[C:10]2[NH:9][C:8](=[O:11])[CH:7]=[CH:6][C:5]=2[CH:4]=[CH:3][C:2]1=[O:12].[H-].[Na+].[CH2:15](Br)[CH:16]=[CH2:17].[CH2:19](I)[CH:20]=[CH2:21], predict the reaction product. The product is: [CH2:15]([N:1]1[C:10]2[C:5](=[CH:6][CH:7]=[C:8]([O:11][CH2:21][CH:20]=[CH2:19])[N:9]=2)[CH:4]=[CH:3][C:2]1=[O:12])[CH:16]=[CH2:17]. (9) Given the reactants [Cl:1][C:2]1[C:3]([F:27])=[C:4]([NH:8][C:9]2[C:18]3[C:13](=[CH:14][C:15]([O:25][CH3:26])=[C:16]([CH2:19][NH:20][CH2:21][CH2:22][O:23][CH3:24])[CH:17]=3)[N:12]=[CH:11][N:10]=2)[CH:5]=[CH:6][CH:7]=1.CC[O:30][C:31]([C@H:33](OS(C(F)(F)F)(=O)=O)[CH3:34])=[O:32], predict the reaction product. The product is: [Cl:1][C:2]1[C:3]([F:27])=[C:4]([NH:8][C:9]2[C:18]3[C:13](=[CH:14][C:15]([O:25][CH3:26])=[C:16]([CH2:19][N:20]([CH2:21][CH2:22][O:23][CH3:24])[C@H:33]([C:31]([OH:32])=[O:30])[CH3:34])[CH:17]=3)[N:12]=[CH:11][N:10]=2)[CH:5]=[CH:6][CH:7]=1.